Task: Regression. Given a peptide amino acid sequence and an MHC pseudo amino acid sequence, predict their binding affinity value. This is MHC class I binding data.. Dataset: Peptide-MHC class I binding affinity with 185,985 pairs from IEDB/IMGT (1) The peptide sequence is GLVRALTAF. The MHC is HLA-B15:01 with pseudo-sequence HLA-B15:01. The binding affinity (normalized) is 0.488. (2) The MHC is HLA-A02:03 with pseudo-sequence HLA-A02:03. The peptide sequence is FLLASVYSV. The binding affinity (normalized) is 1.00. (3) The peptide sequence is GRYNLISPK. The MHC is HLA-A29:02 with pseudo-sequence HLA-A29:02. The binding affinity (normalized) is 0.0847.